From a dataset of Reaction yield outcomes from USPTO patents with 853,638 reactions. Predict the reaction yield, written as a fraction of the theoretical maximum amount of product (1.0 means a 100% yield; for example, 0.34 means a 34% yield). (1) The reactants are [C:1]1([CH:7]([CH3:10])C#N)[CH:6]=[CH:5][CH:4]=[CH:3][CH:2]=1.NO.[OH:13][N:14]=[C:15]([NH2:22])C1C=CC=CC=1. The catalyst is CCO. The product is [OH:13][N:14]=[C:15]([NH2:22])[CH2:10][CH2:7][C:1]1[CH:2]=[CH:3][CH:4]=[CH:5][CH:6]=1. The yield is 0.705. (2) The reactants are [CH3:1][C:2]1([CH3:20])[CH2:7][CH2:6][N:5]([S:8]([C:11]2[CH:16]=[CH:15][C:14]([N+:17]([O-])=O)=[CH:13][CH:12]=2)(=[O:10])=[O:9])[CH2:4][CH2:3]1.CO.[BH4-].[Na+]. The catalyst is [Ni].C(Cl)Cl. The product is [CH3:1][C:2]1([CH3:20])[CH2:3][CH2:4][N:5]([S:8]([C:11]2[CH:12]=[CH:13][C:14]([NH2:17])=[CH:15][CH:16]=2)(=[O:9])=[O:10])[CH2:6][CH2:7]1. The yield is 0.980. (3) The reactants are C[O:2][C:3]([C:5]1[N:6]([CH2:10][C:11]2[N:12]([CH3:28])[N:13]=[C:14]3[C:19]=2[CH:18]=[CH:17][CH:16]=[C:15]3[C:20]2[CH:25]=[CH:24][C:23]([Cl:26])=[CH:22][C:21]=2[Cl:27])[N:7]=[CH:8][N:9]=1)=O.[C-]#[N:30].[Na+].N. The catalyst is CO. The product is [Cl:27][C:21]1[CH:22]=[C:23]([Cl:26])[CH:24]=[CH:25][C:20]=1[C:15]1[C:14]2[C:19](=[C:11]([CH2:10][N:6]3[C:5]([C:3]([NH2:30])=[O:2])=[N:9][CH:8]=[N:7]3)[N:12]([CH3:28])[N:13]=2)[CH:18]=[CH:17][CH:16]=1. The yield is 0.850. (4) The reactants are [C:1]([O:4][CH2:5][CH2:6][C:7]([CH3:16])([CH:14]=[CH2:15])[C:8]([CH3:13])([CH3:12])[CH2:9]C=C)(=[O:3])[CH3:2].CS(C)=O. The catalyst is C(Cl)Cl.Cl[Ru](=C1N(C2C(C)=CC(C)=CC=2C)CCN1C1C(C)=CC(C)=CC=1C)(Cl)(=CC1C=CC=CC=1)[P](C1CCCCC1)(C1CCCCC1)C1CCCCC1. The product is [C:1]([O:4][CH2:5][CH2:6][C:7]1([CH3:16])[C:8]([CH3:9])([CH3:12])[CH2:13][CH:15]=[CH:14]1)(=[O:3])[CH3:2]. The yield is 0.720. (5) The reactants are [C:1]([N:8]1[CH2:11][CH:10]([C:12](O)=[O:13])[CH2:9]1)([O:3][C:4]([CH3:7])([CH3:6])[CH3:5])=[O:2].CN1CCOCC1.ClC(OCC)=O.[BH4-].[Na+]. The catalyst is O1CCCC1.O. The product is [OH:13][CH2:12][CH:10]1[CH2:11][N:8]([C:1]([O:3][C:4]([CH3:7])([CH3:6])[CH3:5])=[O:2])[CH2:9]1. The yield is 0.660.